Dataset: Catalyst prediction with 721,799 reactions and 888 catalyst types from USPTO. Task: Predict which catalyst facilitates the given reaction. (1) Reactant: [CH3:1][O:2][C:3](=[O:17])[O:4][CH:5]1[C:11]2=[N:12][CH:13]=[C:14]([NH2:16])[CH:15]=[C:10]2[CH2:9][CH2:8][CH2:7][CH2:6]1.N1C=CC=CC=1.Cl[C:25]([O:27][CH2:28][CH3:29])=[O:26]. The catalyst class is: 4. Product: [CH3:1][O:2][C:3](=[O:17])[O:4][CH:5]1[C:11]2=[N:12][CH:13]=[C:14]([NH:16][C:25]([O:27][CH2:28][CH3:29])=[O:26])[CH:15]=[C:10]2[CH2:9][CH2:8][CH2:7][CH2:6]1. (2) Reactant: [Cl:1][C:2]1[N:7]=[C:6]2[N:8]([C:15]3[CH:20]=[CH:19][CH:18]=[C:17]([I:21])[CH:16]=3)[N:9]=[C:10]([C:11]([O:13]C)=[O:12])[C:5]2=[CH:4][CH:3]=1.[OH-].[Li+].O.Cl. Product: [Cl:1][C:2]1[N:7]=[C:6]2[N:8]([C:15]3[CH:20]=[CH:19][CH:18]=[C:17]([I:21])[CH:16]=3)[N:9]=[C:10]([C:11]([OH:13])=[O:12])[C:5]2=[CH:4][CH:3]=1. The catalyst class is: 1.